This data is from Forward reaction prediction with 1.9M reactions from USPTO patents (1976-2016). The task is: Predict the product of the given reaction. (1) Given the reactants C1CC=CCC=1.[CH3:7][N:8]1[C:12]([CH2:13][N:14]2[CH2:19][CH2:18][N:17](C(OCC3C=CC=CC=3)=O)[CH2:16][C:15]2=[O:30])=[N:11][CH:10]=[N:9]1, predict the reaction product. The product is: [CH3:7][N:8]1[C:12]([CH2:13][N:14]2[CH2:19][CH2:18][NH:17][CH2:16][C:15]2=[O:30])=[N:11][CH:10]=[N:9]1. (2) Given the reactants Br[C:2]1[CH:7]=[CH:6][C:5]([S:8](Cl)(=[O:10])=[O:9])=[CH:4][C:3]=1[CH3:12].[NH4+:13].[OH-].[F:15][C:16]([F:63])([F:62])[C:17]1[CH:18]=[C:19]([C@H:27]2[O:31][C:30](=[O:32])[N:29]([CH2:33][C:34]3[CH:39]=[C:38]([C:40]([F:43])([F:42])[F:41])[CH:37]=[CH:36][C:35]=3[C:44]3[CH:49]=[C:48](B4OC(C)(C)C(C)(C)O4)[CH:47]=[CH:46][C:45]=3[O:59][CH3:60])[C@H:28]2[CH3:61])[CH:20]=[C:21]([C:23]([F:26])([F:25])[F:24])[CH:22]=1.C(=O)([O-])[O-].[Na+].[Na+], predict the reaction product. The product is: [F:15][C:16]([F:63])([F:62])[C:17]1[CH:18]=[C:19]([C@H:27]2[O:31][C:30](=[O:32])[N:29]([CH2:33][C:34]3[CH:39]=[C:38]([C:40]([F:43])([F:42])[F:41])[CH:37]=[CH:36][C:35]=3[C:44]3[CH:49]=[C:48]([C:2]4[CH:7]=[CH:6][C:5]([S:8]([NH2:13])(=[O:10])=[O:9])=[CH:4][C:3]=4[CH3:12])[CH:47]=[CH:46][C:45]=3[O:59][CH3:60])[C@H:28]2[CH3:61])[CH:20]=[C:21]([C:23]([F:26])([F:25])[F:24])[CH:22]=1.